Dataset: Forward reaction prediction with 1.9M reactions from USPTO patents (1976-2016). Task: Predict the product of the given reaction. (1) Given the reactants [F:1][C:2]1[CH:17]=[CH:16][CH:15]=[CH:14][C:3]=1[CH2:4][C:5]1[C:9]2=[N:10][CH:11]=[CH:12][CH:13]=[C:8]2[NH:7][N:6]=1.Cl[C:19]1[N:24]=[C:23]([NH2:25])[N:22]=[C:21]([NH2:26])[N:20]=1.C1(P(C2CCCCC2)C2C=CC=CC=2C2C(C(C)C)=CC(C(C)C)=CC=2C(C)C)CCCCC1.C(=O)([O-])[O-].[Cs+].[Cs+], predict the reaction product. The product is: [F:1][C:2]1[CH:17]=[CH:16][CH:15]=[CH:14][C:3]=1[CH2:4][C:5]1[C:9]2=[N:10][CH:11]=[CH:12][CH:13]=[C:8]2[N:7]([C:19]2[N:24]=[C:23]([NH2:25])[N:22]=[C:21]([NH2:26])[N:20]=2)[N:6]=1. (2) Given the reactants [CH3:1][Si:2]([CH3:25])([CH3:24])[CH2:3][CH2:4][O:5][C:6](=[O:23])[C:7]1[CH:12]=[C:11]([OH:13])[CH:10]=[CH:9][C:8]=1[CH2:14][CH2:15][C:16]([O:18][C:19]([CH3:22])([CH3:21])[CH3:20])=[O:17].[CH3:26][C:27]1[O:31][C:30]([C:32]2[CH:37]=[CH:36][CH:35]=[CH:34][CH:33]=2)=[N:29][C:28]=1[CH2:38][CH2:39]OS(C1C=CC(C)=CC=1)(=O)=O.C([O-])([O-])=O.[Cs+].[Cs+], predict the reaction product. The product is: [CH3:25][Si:2]([CH3:24])([CH3:1])[CH2:3][CH2:4][O:5][C:6](=[O:23])[C:7]1[CH:12]=[C:11]([O:13][CH2:39][CH2:38][C:28]2[N:29]=[C:30]([C:32]3[CH:37]=[CH:36][CH:35]=[CH:34][CH:33]=3)[O:31][C:27]=2[CH3:26])[CH:10]=[CH:9][C:8]=1[CH2:14][CH2:15][C:16]([O:18][C:19]([CH3:22])([CH3:20])[CH3:21])=[O:17].